From a dataset of Forward reaction prediction with 1.9M reactions from USPTO patents (1976-2016). Predict the product of the given reaction. (1) Given the reactants [CH3:1][O:2][C:3]1[CH:38]=[CH:37][C:6]([CH2:7][N:8]([CH2:28][C:29]2[CH:34]=[CH:33][C:32]([O:35][CH3:36])=[CH:31][CH:30]=2)[C:9]2[N:14]=[N:13][C:12]([CH2:15][CH2:16][CH:17]([F:27])[CH2:18][N:19]3[CH:23]=[C:22]([C:24](O)=[O:25])[N:21]=[N:20]3)=[CH:11][CH:10]=2)=[CH:5][CH:4]=1.CN(C(ON1N=NC2C=CC=NC1=2)=[N+](C)C)C.F[P-](F)(F)(F)(F)F.[F:63][C:64]([F:74])([F:73])[C:65]1[CH:70]=[CH:69][N:68]=[C:67]([CH2:71][NH2:72])[CH:66]=1.CCN(C(C)C)C(C)C, predict the reaction product. The product is: [CH3:1][O:2][C:3]1[CH:38]=[CH:37][C:6]([CH2:7][N:8]([CH2:28][C:29]2[CH:34]=[CH:33][C:32]([O:35][CH3:36])=[CH:31][CH:30]=2)[C:9]2[N:14]=[N:13][C:12]([CH2:15][CH2:16][CH:17]([F:27])[CH2:18][N:19]3[CH:23]=[C:22]([C:24]([NH:72][CH2:71][C:67]4[CH:66]=[C:65]([C:64]([F:74])([F:63])[F:73])[CH:70]=[CH:69][N:68]=4)=[O:25])[N:21]=[N:20]3)=[CH:11][CH:10]=2)=[CH:5][CH:4]=1. (2) Given the reactants [NH2:1][C:2]1[N:7]=[C:6]([C:8]2[CH:13]=[CH:12][C:11]([CH3:14])=[CH:10][CH:9]=2)[C:5]([C:15]2[CH:16]=[CH:17][C:18](=[O:21])[NH:19][N:20]=2)=[CH:4][N:3]=1.[CH:22](I)([CH3:24])[CH3:23], predict the reaction product. The product is: [NH2:1][C:2]1[N:7]=[C:6]([C:8]2[CH:9]=[CH:10][C:11]([CH3:14])=[CH:12][CH:13]=2)[C:5]([C:15]2[CH:16]=[CH:17][C:18](=[O:21])[N:19]([CH:22]([CH3:24])[CH3:23])[N:20]=2)=[CH:4][N:3]=1.